From a dataset of Catalyst prediction with 721,799 reactions and 888 catalyst types from USPTO. Predict which catalyst facilitates the given reaction. (1) Reactant: [N:1]1[CH:6]=[CH:5][C:4]([NH:7][C:8](=[O:16])OC2C=CC=CC=2)=[CH:3][CH:2]=1.[NH2:17][C:18]1[CH:47]=[CH:46][C:21]([CH2:22][N:23]2[CH2:28][CH2:27][N:26]([CH2:29][C:30]3[CH:35]=[CH:34][C:33]([C:36]([OH:45])([C:41]([F:44])([F:43])[F:42])[C:37]([F:40])([F:39])[F:38])=[CH:32][CH:31]=3)[CH2:25][CH2:24]2)=[CH:20][C:19]=1[F:48].O.ClCCl. Product: [F:48][C:19]1[CH:20]=[C:21]([CH2:22][N:23]2[CH2:28][CH2:27][N:26]([CH2:29][C:30]3[CH:35]=[CH:34][C:33]([C:36]([OH:45])([C:37]([F:38])([F:39])[F:40])[C:41]([F:43])([F:44])[F:42])=[CH:32][CH:31]=3)[CH2:25][CH2:24]2)[CH:46]=[CH:47][C:18]=1[NH:17][C:8]([NH:7][C:4]1[CH:3]=[CH:2][N:1]=[CH:6][CH:5]=1)=[O:16]. The catalyst class is: 12. (2) Reactant: [C:1]([O:5][C:6](=[O:15])[NH:7][C:8]1[CH:9]=[N:10][C:11]([Cl:14])=[CH:12][CH:13]=1)([CH3:4])([CH3:3])[CH3:2].CN(CCN(C)C)C.[Li]CCCC.[C:29](=[O:31])=[O:30]. Product: [C:1]([O:5][C:6]([NH:7][C:8]1[C:13]([C:29]([OH:31])=[O:30])=[CH:12][C:11]([Cl:14])=[N:10][CH:9]=1)=[O:15])([CH3:4])([CH3:2])[CH3:3]. The catalyst class is: 28. (3) Reactant: CCCC[N+](CCCC)(CCCC)CCCC.[F-].[Br:19][C:20]1[CH:24]=[CH:23][N:22]([Si](C(C)C)(C(C)C)C(C)C)[CH:21]=1.[O:35](C(OC(C)(C)C)=O)[C:36]([O:38][C:39]([CH3:42])([CH3:41])[CH3:40])=O.O. Product: [C:39]([O:38][C:36]([N:22]1[CH:23]=[CH:24][C:20]([Br:19])=[CH:21]1)=[O:35])([CH3:42])([CH3:41])[CH3:40]. The catalyst class is: 230. (4) Reactant: [N+:1]([C:4]1[N:9]=[CH:8][C:7]([C:10]2[CH2:15][CH2:14][N:13]([C:16]([O:18][C:19]([CH3:22])([CH3:21])[CH3:20])=[O:17])[CH2:12][CH:11]=2)=[CH:6][CH:5]=1)([O-])=O. Product: [NH2:1][C:4]1[N:9]=[CH:8][C:7]([CH:10]2[CH2:15][CH2:14][N:13]([C:16]([O:18][C:19]([CH3:22])([CH3:21])[CH3:20])=[O:17])[CH2:12][CH2:11]2)=[CH:6][CH:5]=1. The catalyst class is: 43. (5) Reactant: [CH3:1][O:2][CH:3]([C:7]1[CH:16]=[CH:15][CH:14]=[C:13]2[C:8]=1[CH:9]=[CH:10][CH:11]=[N:12]2)[C:4]([OH:6])=O.CN1CCOCC1.ClC(OCC(C)C)=O.Cl.[CH3:33][NH:34][O:35][CH3:36]. Product: [CH3:36][O:35][N:34]([CH3:33])[C:4](=[O:6])[CH:3]([O:2][CH3:1])[C:7]1[CH:16]=[CH:15][CH:14]=[C:13]2[C:8]=1[CH:9]=[CH:10][CH:11]=[N:12]2. The catalyst class is: 2. (6) Reactant: [Cl:1][C:2]1[CH:3]=[C:4]([NH:9][C:10]2[N:14]=[C:13]([NH2:15])[NH:12][N:11]=2)[CH:5]=[C:6]([Cl:8])[CH:7]=1.[CH3:16][C:17]1[O:21][C:20]([CH:22]=O)=[CH:19][CH:18]=1.[BH4-].[Na+].C(Cl)Cl. Product: [Cl:1][C:2]1[CH:3]=[C:4]([NH:9][C:10]2[N:14]=[C:13]([NH:15][CH2:22][C:20]3[O:21][C:17]([CH3:16])=[CH:18][CH:19]=3)[NH:12][N:11]=2)[CH:5]=[C:6]([Cl:8])[CH:7]=1. The catalyst class is: 5. (7) Reactant: [C:1]([N:4]1[CH2:9][CH2:8][CH:7]([C:10]([OH:12])=[O:11])[CH2:6][CH2:5]1)(=[O:3])[CH3:2].[CH3:13][Si](C=[N+]=[N-])(C)C. Product: [C:1]([N:4]1[CH2:9][CH2:8][CH:7]([C:10]([O:12][CH3:13])=[O:11])[CH2:6][CH2:5]1)(=[O:3])[CH3:2]. The catalyst class is: 27. (8) Reactant: [F:1][C:2]1[CH:3]=[CH:4][C:5]([O:40][CH3:41])=[C:6]([C:8]2[CH:13]=[CH:12][N:11]=[C:10]3[N:14](S(C4C=CC=CC=4)(=O)=O)[C:15]([C:17]4[CH2:22][CH2:21][CH:20]([NH:23][C:24](=[O:30])[O:25][C:26]([CH3:29])([CH3:28])[CH3:27])[CH2:19][CH:18]=4)=[CH:16][C:9]=23)[CH:7]=1.[OH-].[Na+]. Product: [F:1][C:2]1[CH:3]=[CH:4][C:5]([O:40][CH3:41])=[C:6]([C:8]2[CH:13]=[CH:12][N:11]=[C:10]3[NH:14][C:15]([C:17]4[CH2:22][CH2:21][CH:20]([NH:23][C:24](=[O:30])[O:25][C:26]([CH3:27])([CH3:28])[CH3:29])[CH2:19][CH:18]=4)=[CH:16][C:9]=23)[CH:7]=1. The catalyst class is: 12. (9) Reactant: [CH:1]1([NH2:4])[CH2:3][CH2:2]1.[CH2:5]([N:7]1[C:11]2=[N:12][C:13]([CH3:19])=[C:14]([C:16](O)=[O:17])[CH:15]=[C:10]2[CH:9]=[C:8]1[C:20](=[O:37])[NH:21][CH:22]([C:27]1[CH:32]=[CH:31][CH:30]=[C:29]([C:33]([F:36])([F:35])[F:34])[CH:28]=1)[C:23]([F:26])([F:25])[F:24])[CH3:6].F[P-](F)(F)(F)(F)F.N1(OC(N(C)C)=[N+](C)C)C2C=CC=CC=2N=N1.CN1CCOCC1. Product: [CH:1]1([NH:4][C:16]([C:14]2[CH:15]=[C:10]3[CH:9]=[C:8]([C:20]([NH:21][CH:22]([C:27]4[CH:32]=[CH:31][CH:30]=[C:29]([C:33]([F:35])([F:36])[F:34])[CH:28]=4)[C:23]([F:24])([F:25])[F:26])=[O:37])[N:7]([CH2:5][CH3:6])[C:11]3=[N:12][C:13]=2[CH3:19])=[O:17])[CH2:3][CH2:2]1. The catalyst class is: 35. (10) Reactant: [ClH:1].C(OC([N:9]1[CH2:15][CH2:14][C:13]2[N:16]=[N:17][C:18]([C:20]3[CH:25]=[CH:24][CH:23]=[CH:22][CH:21]=3)=[CH:19][C:12]=2[CH2:11][CH2:10]1)=O)(C)(C)C. Product: [ClH:1].[ClH:1].[C:20]1([C:18]2[N:17]=[N:16][C:13]3[CH2:14][CH2:15][NH:9][CH2:10][CH2:11][C:12]=3[CH:19]=2)[CH:21]=[CH:22][CH:23]=[CH:24][CH:25]=1. The catalyst class is: 12.